The task is: Predict the reaction yield, written as a fraction of the theoretical maximum amount of product (1.0 means a 100% yield; for example, 0.34 means a 34% yield).. This data is from Reaction yield outcomes from USPTO patents with 853,638 reactions. (1) The reactants are [CH3:1][O:2][C:3]1[CH:4]=[C:5]([S:9][CH2:10][C@@H:11]2[C@:20]3([CH3:21])[C@H:15]([C:16]([CH3:23])([CH3:22])[CH2:17][CH2:18][CH2:19]3)[CH2:14][CH2:13][C@@:12]2([CH3:25])O)[CH:6]=[CH:7][CH:8]=1.Cl[Sn](Cl)(Cl)Cl. The catalyst is C(Cl)Cl. The product is [CH3:1][O:2][C:3]1[CH:4]=[C:5]2[C:6]([C@@:12]3([CH3:25])[C@H:11]([CH2:10][S:9]2)[C@:20]2([CH3:21])[C@H:15]([C:16]([CH3:23])([CH3:22])[CH2:17][CH2:18][CH2:19]2)[CH2:14][CH2:13]3)=[CH:7][CH:8]=1. The yield is 0.930. (2) The reactants are [Br:1][C:2]1[CH:7]=[CH:6][C:5]([C:8](=[O:19])[CH2:9][N:10]2[CH:14]=[CH:13][CH:12]=[C:11]2[C:15]([O:17]C)=[O:16])=[CH:4][CH:3]=1.O.[OH-].[Li+]. The catalyst is C1COCC1.O.[OH-].[Na+]. The product is [Br:1][C:2]1[CH:3]=[CH:4][C:5]([C:8](=[O:19])[CH2:9][N:10]2[CH:14]=[CH:13][CH:12]=[C:11]2[C:15]([OH:17])=[O:16])=[CH:6][CH:7]=1. The yield is 0.720. (3) The reactants are [O:1]1[C:5]2[CH:6]=[CH:7][C:8]([C:10]3([C:13]([OH:15])=O)[CH2:12][CH2:11]3)=[CH:9][C:4]=2[O:3][CH2:2]1.CN(C(ON1N=NC2C=CC=CC1=2)=[N+](C)C)C.F[P-](F)(F)(F)(F)F.CCN(CC)CC.[NH2:47][C:48]1[CH:49]=[C:50]2[C:54](=[CH:55][CH:56]=1)[NH:53][C:52]([C:57]([CH3:61])([CH3:60])[CH2:58][OH:59])=[CH:51]2. The catalyst is C(#N)C. The product is [O:1]1[C:5]2[CH:6]=[CH:7][C:8]([C:10]3([C:13]([NH:47][C:48]4[CH:49]=[C:50]5[C:54](=[CH:55][CH:56]=4)[NH:53][C:52]([C:57]([CH3:61])([CH3:60])[CH2:58][OH:59])=[CH:51]5)=[O:15])[CH2:11][CH2:12]3)=[CH:9][C:4]=2[O:3][CH2:2]1. The yield is 0.750. (4) The reactants are [Cl:1][C:2]1[C:3](F)=[N:4][CH:5]=[C:6]([O:8][CH2:9][CH:10]([O:14][CH2:15][CH3:16])[O:11][CH2:12][CH3:13])[CH:7]=1.CC(C)([O-])C.[K+].CN(C)C(=O)C.[CH3:30][C:31]1[N:32]=[CH:33][C:34]([NH:37][C:38]2[C:47]3[C:42](=[CH:43][CH:44]=[C:45]([OH:48])[CH:46]=3)[N:41]=[CH:40][N:39]=2)=[N:35][CH:36]=1. The catalyst is C(Cl)(Cl)Cl. The product is [Cl:1][C:2]1[C:3]([O:48][C:45]2[CH:46]=[C:47]3[C:42](=[CH:43][CH:44]=2)[N:41]=[CH:40][N:39]=[C:38]3[NH:37][C:34]2[CH:33]=[N:32][C:31]([CH3:30])=[CH:36][N:35]=2)=[N:4][CH:5]=[C:6]([O:8][CH2:9][CH:10]([O:14][CH2:15][CH3:16])[O:11][CH2:12][CH3:13])[CH:7]=1. The yield is 0.530. (5) The reactants are B(C1CCCCC1)[CH:2]1[CH2:7]CCC[CH2:3]1.C#CCCCC.[Zn](CC)CC.C(=O)CC.CC(O[C:33]([C@H:35](O)[C@@H:36]([OH:43])[C:37]([O:39][CH:40]([CH3:42])C)=O)=O)C. The catalyst is CC(O[Ti](OC(C)C)(OC(C)C)OC(C)C)C. The product is [CH2:42]([CH:40]1[O:39][CH:37]1[CH:36]([OH:43])[CH2:35][CH3:33])[CH2:3][CH2:2][CH3:7]. The yield is 0.680. (6) The reactants are [C:1]([C:3]1[C:11]([O:12][CH3:13])=[CH:10][CH:9]=[C:8]([F:14])[C:4]=1C(O)=O)#[N:2].CC[N:17](CC)CC.C1C=CC(P(N=[N+]=[N-])(C2C=CC=CC=2)=O)=CC=1.O. The catalyst is C1COCC1. The product is [NH2:17][C:4]1[C:8]([F:14])=[CH:9][CH:10]=[C:11]([O:12][CH3:13])[C:3]=1[C:1]#[N:2]. The yield is 0.530. (7) The product is [C:30]1([O:28][P:25]([CH2:24][C:23]([CH3:29])=[CH:22][CH2:21][C:4]2[C:5]([O:14][CH2:15][CH2:16][Si:17]([CH3:19])([CH3:20])[CH3:18])=[C:6]3[C:10](=[C:11]([CH3:12])[C:3]=2[O:2][CH3:1])[CH2:9][O:8][C:7]3=[O:13])(=[O:26])[O:27][C:37]2[CH:42]=[CH:41][CH:40]=[CH:39][CH:38]=2)[CH:35]=[CH:34][CH:33]=[CH:32][CH:31]=1. The yield is 0.210. The reactants are [CH3:1][O:2][C:3]1[C:11]([CH3:12])=[C:10]2[C:6]([C:7](=[O:13])[O:8][CH2:9]2)=[C:5]([O:14][CH2:15][CH2:16][Si:17]([CH3:20])([CH3:19])[CH3:18])[C:4]=1[CH2:21][CH:22]=[C:23]([CH3:29])[CH2:24][P:25](=[O:28])([OH:27])[OH:26].[C:30]1(O)[CH:35]=[CH:34][CH:33]=[CH:32][CH:31]=1.[CH:37]1(N=C=N[CH:37]2[CH2:42][CH2:41][CH2:40][CH2:39][CH2:38]2)[CH2:42][CH2:41][CH2:40][CH2:39][CH2:38]1. The catalyst is CN(C=O)C.CN(C1C=CN=CC=1)C. (8) The reactants are [NH2:1][CH2:2][CH2:3][OH:4].Cl[C:6]([O:8][CH2:9][C:10]1[CH:15]=[CH:14][CH:13]=[CH:12][CH:11]=1)=[O:7]. The catalyst is C(Cl)Cl. The product is [C:6]([NH:1][CH2:2][CH2:3][OH:4])([O:8][CH2:9][C:10]1[CH:15]=[CH:14][CH:13]=[CH:12][CH:11]=1)=[O:7]. The yield is 0.660.